From a dataset of Full USPTO retrosynthesis dataset with 1.9M reactions from patents (1976-2016). Predict the reactants needed to synthesize the given product. (1) Given the product [CH3:11][O:12][C:13]1[CH:14]=[C:15](/[CH:25]=[CH:26]/[C:27]([NH:31][CH2:32][C:33](=[O:34])[C:35]2[CH:40]=[CH:39][CH:38]=[CH:37][CH:36]=2)=[O:29])[CH:16]=[CH:17][C:18]=1[N:19]1[CH:23]=[C:22]([CH3:24])[N:21]=[CH:20]1, predict the reactants needed to synthesize it. The reactants are: C(P(=O)(OCC)OCC)#N.[CH3:11][O:12][C:13]1[CH:14]=[C:15](/[CH:25]=[CH:26]/[C:27]([OH:29])=O)[CH:16]=[CH:17][C:18]=1[N:19]1[CH:23]=[C:22]([CH3:24])[N:21]=[CH:20]1.Cl.[NH2:31][CH2:32][C:33]([C:35]1[CH:40]=[CH:39][CH:38]=[CH:37][CH:36]=1)=[O:34].O.C(=O)(O)[O-].[Na+]. (2) The reactants are: [O-]Cl=O.[Na+].[CH2:5]([O:12][C:13](=[O:23])[C:14]1[CH:19]=[CH:18][C:17]([CH:20]=[O:21])=[C:16]([F:22])[CH:15]=1)[C:6]1[CH:11]=[CH:10][CH:9]=[CH:8][CH:7]=1.S(=O)(=O)([OH:26])N.Cl. Given the product [CH2:5]([O:12][C:13](=[O:23])[C:14]1[CH:19]=[CH:18][C:17]([C:20]([OH:26])=[O:21])=[C:16]([F:22])[CH:15]=1)[C:6]1[CH:11]=[CH:10][CH:9]=[CH:8][CH:7]=1, predict the reactants needed to synthesize it. (3) Given the product [Cl:1][C:2]1[N:7]=[C:6]([NH:24][C:19]2[CH:20]=[CH:21][CH:22]=[C:23]3[C:18]=2[CH:17]=[CH:16][N:15]3[CH3:14])[C:5]([C:9]([O:11][CH2:12][CH3:13])=[O:10])=[CH:4][N:3]=1, predict the reactants needed to synthesize it. The reactants are: [Cl:1][C:2]1[N:7]=[C:6](Cl)[C:5]([C:9]([O:11][CH2:12][CH3:13])=[O:10])=[CH:4][N:3]=1.[CH3:14][N:15]1[C:23]2[CH:22]=[CH:21][CH:20]=[C:19]([NH2:24])[C:18]=2[CH:17]=[CH:16]1.CCN(C(C)C)C(C)C.O.